From a dataset of Forward reaction prediction with 1.9M reactions from USPTO patents (1976-2016). Predict the product of the given reaction. (1) Given the reactants [C:1]([O:5][C:6]([N:8]1[CH2:14][CH2:13][C:12]2[C:15]([S:20][C:21](=O)N(C)C)=[C:16]([Cl:19])[CH:17]=[CH:18][C:11]=2[CH2:10][CH2:9]1)=[O:7])([CH3:4])([CH3:3])[CH3:2].[Cl:26][C:27]1[CH:32]=[CH:31][C:30](CCl)=[CH:29][N:28]=1, predict the reaction product. The product is: [C:1]([O:5][C:6]([N:8]1[CH2:14][CH2:13][C:12]2[C:15]([S:20][CH2:21][C:30]3[CH:29]=[N:28][C:27]([Cl:26])=[CH:32][CH:31]=3)=[C:16]([Cl:19])[CH:17]=[CH:18][C:11]=2[CH2:10][CH2:9]1)=[O:7])([CH3:3])([CH3:4])[CH3:2]. (2) Given the reactants [C:1]([OH:5])(=[O:4])[CH:2]=[CH2:3].[C:6]([O:11][CH2:12][C:13]([F:21])([F:20])[CH:14]([F:19])[C:15]([F:18])([F:17])[F:16])(=[O:10])[C:7]([CH3:9])=[CH2:8].[C:22]([O:26][C:27]([CH3:30])([CH3:29])[CH3:28])(=[O:25])[CH:23]=[CH2:24].[CH2:31]=[CH:32][C:33]1[CH:38]=[CH:37][CH:36]=[CH:35][CH:34]=1.N(C(C)(C)C#N)=NC(C)(C)C#N.C(OC(C)COC)(=O)C, predict the reaction product. The product is: [C:1]([OH:5])(=[O:4])[CH:2]=[CH2:3].[C:6]([O:11][CH2:12][C:13]([F:20])([F:21])[CH:14]([F:19])[C:15]([F:17])([F:18])[F:16])(=[O:10])[C:7]([CH3:9])=[CH2:8].[C:22]([O:26][C:27]([CH3:30])([CH3:29])[CH3:28])(=[O:25])[CH:23]=[CH2:24].[CH2:31]=[CH:32][C:33]1[CH:38]=[CH:37][CH:36]=[CH:35][CH:34]=1. (3) Given the reactants CN(C)C.[CH2:5]([C:7]1[CH:12]=[C:11]([CH3:13])[CH:10]=[C:9]([CH2:14][CH3:15])[C:8]=1[C:16]1[C:17](=[O:30])[CH:18]2[CH:22]([C:23]=1[OH:24])[CH2:21][CH:20]([CH:25]([O:28][CH3:29])[O:26][CH3:27])[CH2:19]2)[CH3:6].Cl[C:32]([O:34][CH2:35][CH3:36])=[O:33], predict the reaction product. The product is: [C:32](=[O:33])([O:34][CH2:35][CH3:36])[O:30][C:17]1[CH:18]2[CH:22]([CH2:21][CH:20]([CH:25]([O:26][CH3:27])[O:28][CH3:29])[CH2:19]2)[C:23](=[O:24])[C:16]=1[C:8]1[C:9]([CH2:14][CH3:15])=[CH:10][C:11]([CH3:13])=[CH:12][C:7]=1[CH2:5][CH3:6].